From a dataset of Full USPTO retrosynthesis dataset with 1.9M reactions from patents (1976-2016). Predict the reactants needed to synthesize the given product. (1) Given the product [CH3:1][C:2]([CH2:16][CH2:17][CH2:18][CH:19]([CH3:31])[CH2:20][CH2:21][CH2:22][CH:23]([CH3:30])[CH2:24][CH2:25][CH2:26][CH:27]([CH3:29])[CH3:28])=[CH:3][CH2:4][CH2:5][CH2:6][O:7][CH2:8][C:9]([CH2:12][OH:13])([CH2:14][OH:15])[CH2:10][OH:11].[OH2:7], predict the reactants needed to synthesize it. The reactants are: [CH3:1][C:2]([CH2:16][CH2:17][CH2:18][CH:19]([CH3:31])[CH2:20][CH2:21][CH2:22][CH:23]([CH3:30])[CH2:24][CH2:25][CH2:26][CH:27]([CH3:29])[CH3:28])=[CH:3][CH2:4][CH2:5][CH2:6][O:7][CH2:8][C:9]([CH2:14][OH:15])([CH2:12][OH:13])[CH2:10][OH:11]. (2) Given the product [O:1]1[CH:5]=[CH:4][CH:3]=[C:2]1[C:6]1[N:14]=[C:13]2[N:8]([C:9](=[O:32])[NH:10][CH:11]=[C:12]2[CH2:15][N:16]2[CH2:21][CH2:20][N:19]([C:22]3[CH:27]=[CH:26][CH:25]=[CH:24][CH:23]=3)[CH2:18][CH2:17]2)[N:7]=1, predict the reactants needed to synthesize it. The reactants are: [O:1]1[CH:5]=[CH:4][CH:3]=[C:2]1[C:6]1[N:14]=[C:13]2[N:8]([C:9](SC)=[N:10][CH:11]=[C:12]2[CH2:15][N:16]2[CH2:21][CH2:20][N:19]([C:22]3[CH:27]=[CH:26][CH:25]=[CH:24][CH:23]=3)[CH2:18][CH2:17]2)[N:7]=1.C([OH:32])C.O.[OH-].[Li+].Cl.